This data is from Forward reaction prediction with 1.9M reactions from USPTO patents (1976-2016). The task is: Predict the product of the given reaction. (1) Given the reactants [N+:1]([C:4]1[CH:9]=[CH:8][CH:7]=[CH:6][C:5]=1[NH:10][CH2:11][C:12]([F:15])([F:14])[F:13])([O-])=O.C([O-])=O.[NH4+], predict the reaction product. The product is: [F:13][C:12]([F:14])([F:15])[CH2:11][NH:10][C:5]1[C:4]([NH2:1])=[CH:9][CH:8]=[CH:7][CH:6]=1. (2) Given the reactants [Li+].CC([N-]C(C)C)C.[CH3:9][N:10]1[CH2:15][CH2:14][C:13](=[O:16])[CH2:12][CH2:11]1.C1(N([S:24]([C:27]([F:30])([F:29])[F:28])(=[O:26])=[O:25])[S:24]([C:27]([F:30])([F:29])[F:28])(=[O:26])=[O:25])C=CC=CC=1.O, predict the reaction product. The product is: [F:28][C:27]([F:30])([F:29])[S:24]([O:16][C:13]1[CH2:12][CH2:11][N:10]([CH3:9])[CH2:15][CH:14]=1)(=[O:26])=[O:25]. (3) Given the reactants [Li][CH2:2]CCC.[CH3:6][CH2:7][C:8]([C:10]1[CH:15]=[CH:14][C:13]([Br:16])=[CH:12][CH:11]=1)=O, predict the reaction product. The product is: [Br:16][C:13]1[CH:14]=[CH:15][C:10]([C:8](=[CH2:2])[CH2:7][CH3:6])=[CH:11][CH:12]=1. (4) Given the reactants [Br:1][C:2]1[CH:7]=[CH:6][C:5]([CH2:8][C:9]([OH:11])=[O:10])=[CH:4][CH:3]=1.S(=O)(=O)(O)O.[CH3:17]O, predict the reaction product. The product is: [Br:1][C:2]1[CH:3]=[CH:4][C:5]([CH2:8][C:9]([O:11][CH3:17])=[O:10])=[CH:6][CH:7]=1.